This data is from Reaction yield outcomes from USPTO patents with 853,638 reactions. The task is: Predict the reaction yield, written as a fraction of the theoretical maximum amount of product (1.0 means a 100% yield; for example, 0.34 means a 34% yield). (1) The reactants are [CH3:1][O:2][C:3](=[O:23])[CH2:4][CH2:5][CH2:6][CH2:7][CH2:8][O:9][C:10]1[CH:15]=[CH:14][C:13]([NH:16][C:17]([O:19][CH2:20][CH2:21][OH:22])=[O:18])=[CH:12][CH:11]=1.[CH3:24][O:25][C:26](=[O:42])[CH2:27][CH2:28][CH2:29][CH2:30][CH2:31][O:32][C:33]1[CH:38]=[CH:37][C:36]([N:39]=[C:40]=[O:41])=[CH:35][CH:34]=1. The catalyst is C1(C)C=CC=CC=1. The product is [CH3:1][O:2][C:3](=[O:23])[CH2:4][CH2:5][CH2:6][CH2:7][CH2:8][O:9][C:10]1[CH:11]=[CH:12][C:13]([NH:16][C:17]([O:19][CH2:20][CH2:21][O:22][C:40](=[O:41])[NH:39][C:36]2[CH:35]=[CH:34][C:33]([O:32][CH2:31][CH2:30][CH2:29][CH2:28][CH2:27][C:26]([O:25][CH3:24])=[O:42])=[CH:38][CH:37]=2)=[O:18])=[CH:14][CH:15]=1. The yield is 0.940. (2) The reactants are [Br:1][C:2]1[CH:3]=[C:4]([C:13]([F:16])([F:15])[F:14])[C:5]([CH2:11]Br)=[C:6]([N+:8]([O-:10])=[O:9])[CH:7]=1.C[N+]1([O-])CC[O:21]CC1. The catalyst is CC#N.C(OCC)(=O)C. The product is [Br:1][C:2]1[CH:3]=[C:4]([C:13]([F:16])([F:15])[F:14])[C:5]([CH:11]=[O:21])=[C:6]([N+:8]([O-:10])=[O:9])[CH:7]=1. The yield is 0.370.